This data is from Catalyst prediction with 721,799 reactions and 888 catalyst types from USPTO. The task is: Predict which catalyst facilitates the given reaction. (1) Reactant: [C:1]([O:5][C:6](=[O:16])[NH:7][C@H:8]([C:10](=[O:15])N(OC)C)[CH3:9])([CH3:4])([CH3:3])[CH3:2].[C:17](=O)=O.CC(C)=O.C[Li].C(OCC)C.[Cl-].[NH4+]. Product: [CH3:9][C@H:8]([NH:7][C:6](=[O:16])[O:5][C:1]([CH3:2])([CH3:3])[CH3:4])[C:10](=[O:15])[CH3:17]. The catalyst class is: 7. (2) Reactant: [CH3:1][O:2][C:3]1[C:11]2[NH:10][C:9]([C:12]([F:15])([F:14])[F:13])=[N:8][C:7]=2[CH:6]=[CH:5][CH:4]=1.[H-].[Na+].[CH3:18]I. Product: [CH3:1][O:2][C:3]1[C:11]2[N:10]=[C:9]([C:12]([F:15])([F:13])[F:14])[N:8]([CH3:18])[C:7]=2[CH:6]=[CH:5][CH:4]=1. The catalyst class is: 7. (3) Reactant: [H-].[Al+3].[Li+].[H-].[H-].[H-].[Cl:7][C:8]1[CH:9]=[C:10]2[C:14](=[CH:15][CH:16]=1)[N:13]([S:17]([C:20]1[CH:25]=[CH:24][CH:23]=[CH:22][CH:21]=1)(=[O:19])=[O:18])[C:12]([C:26](OC)=[O:27])=[CH:11]2. Product: [Cl:7][C:8]1[CH:9]=[C:10]2[C:14](=[CH:15][CH:16]=1)[N:13]([S:17]([C:20]1[CH:25]=[CH:24][CH:23]=[CH:22][CH:21]=1)(=[O:19])=[O:18])[C:12]([CH2:26][OH:27])=[CH:11]2. The catalyst class is: 7. (4) Reactant: [C:1]([O:4][C:5]1[C:14]2[C:9](=[C:10]([N+:15]([O-])=O)[CH:11]=[CH:12][CH:13]=2)[N:8]=[C:7]([C:18]2[CH:23]=[CH:22][CH:21]=[C:20]([C:24]([F:27])([F:26])[F:25])[CH:19]=2)[CH:6]=1)(=[O:3])[CH3:2]. Product: [C:1]([O:4][C:5]1[C:14]2[C:9](=[C:10]([NH2:15])[CH:11]=[CH:12][CH:13]=2)[N:8]=[C:7]([C:18]2[CH:23]=[CH:22][CH:21]=[C:20]([C:24]([F:27])([F:25])[F:26])[CH:19]=2)[CH:6]=1)(=[O:3])[CH3:2]. The catalyst class is: 78. (5) Reactant: [C:1]([N:8]1[CH2:13][CH2:12][CH:11](CBr)[CH2:10][CH2:9]1)([O:3][C:4]([CH3:7])([CH3:6])[CH3:5])=[O:2].[H-].[Na+].C(OC([C:24]1[CH:25](C2C=CC=C(Cl)C=2)[N:26]=[C:27](OC)[NH:28][C:29]=1C)=O)(C)C.N1CCCCC1.N1C=CC=NC1. Product: [NH:28]1[CH:29]=[CH:24][CH:25]=[N:26][CH2:27]1.[C:1]([N:8]1[CH2:9][CH2:10][CH2:11][CH2:12][CH2:13]1)([O:3][C:4]([CH3:7])([CH3:6])[CH3:5])=[O:2]. The catalyst class is: 711. (6) Reactant: [NH2:1][C:2]1[CH:33]=[CH:32][CH:31]=[CH:30][C:3]=1[O:4][C:5]1([CH:11]([N:15]([CH2:23][C:24]2[CH:29]=[CH:28][CH:27]=[CH:26][CH:25]=2)[CH2:16][C:17]2[CH:22]=[CH:21][CH:20]=[CH:19][CH:18]=2)[C:12](O)=[O:13])[CH2:10][CH2:9][CH2:8][CH2:7][CH2:6]1.C1C=CC2N(O)N=NC=2C=1.O.CCN=C=NCCCN(C)C. Product: [CH2:23]([N:15]([CH2:16][C:17]1[CH:22]=[CH:21][CH:20]=[CH:19][CH:18]=1)[CH:11]1[C:5]2([CH2:10][CH2:9][CH2:8][CH2:7][CH2:6]2)[O:4][C:3]2[CH:30]=[CH:31][CH:32]=[CH:33][C:2]=2[NH:1][C:12]1=[O:13])[C:24]1[CH:25]=[CH:26][CH:27]=[CH:28][CH:29]=1. The catalyst class is: 31. (7) Reactant: C(OC(=O)[NH:7][C@@H:8]1[CH2:13][CH2:12][CH2:11][N:10]([C:14]2[N:22]([CH2:23][C:24]#[C:25][CH3:26])[C:21]3[C:20](=[O:27])[N:19]([CH2:28][C:29]4[C:38]5[C:33](=[CH:34][CH:35]=[CH:36][CH:37]=5)[N:32]=[CH:31][CH:30]=4)[CH:18]=[N:17][C:16]=3[C:15]=2[C:39]#[N:40])[CH2:9]1)(C)(C)C. Product: [NH2:7][C@@H:8]1[CH2:13][CH2:12][CH2:11][N:10]([C:14]2[N:22]([CH2:23][C:24]#[C:25][CH3:26])[C:21]3[C:20](=[O:27])[N:19]([CH2:28][C:29]4[C:38]5[C:33](=[CH:34][CH:35]=[CH:36][CH:37]=5)[N:32]=[CH:31][CH:30]=4)[CH:18]=[N:17][C:16]=3[C:15]=2[C:39]#[N:40])[CH2:9]1. The catalyst class is: 137.